Task: Predict the reaction yield, written as a fraction of the theoretical maximum amount of product (1.0 means a 100% yield; for example, 0.34 means a 34% yield).. Dataset: Reaction yield outcomes from USPTO patents with 853,638 reactions The reactants are [C:1]([O:5][C:6](=[O:23])[NH:7][C@@H:8]([CH2:16][C:17]1[CH:22]=[CH:21][CH:20]=[CH:19][CH:18]=1)[CH2:9][NH:10][C:11](=[O:15])[C@@H:12]([CH3:14])[NH2:13])([CH3:4])([CH3:3])[CH3:2].[C:24]([O:28][C:29]([NH:31][C@H:32]([C:43](O)=[O:44])[CH2:33][C:34]1[C:39]([CH3:40])=[CH:38][C:37]([OH:41])=[CH:36][C:35]=1[CH3:42])=[O:30])([CH3:27])([CH3:26])[CH3:25].Cl.CN(C)CCCN=C=NCC.O.ON1C2C=CC=CC=2N=N1.CN1CCOCC1. The catalyst is CN(C=O)C.CCOC(C)=O. The yield is 0.920. The product is [C:24]([O:28][C:29]([NH:31][C@H:32]([C:43]([NH:13][C@@H:12]([C:11]([NH:10][CH2:9][C@@H:8]([NH:7][C:6]([O:5][C:1]([CH3:2])([CH3:3])[CH3:4])=[O:23])[CH2:16][C:17]1[CH:18]=[CH:19][CH:20]=[CH:21][CH:22]=1)=[O:15])[CH3:14])=[O:44])[CH2:33][C:34]1[C:35]([CH3:42])=[CH:36][C:37]([OH:41])=[CH:38][C:39]=1[CH3:40])=[O:30])([CH3:26])([CH3:27])[CH3:25].